Dataset: Reaction yield outcomes from USPTO patents with 853,638 reactions. Task: Predict the reaction yield, written as a fraction of the theoretical maximum amount of product (1.0 means a 100% yield; for example, 0.34 means a 34% yield). (1) The reactants are [Br:1][C:2]1[CH:9]=[CH:8][CH:7]=[C:6](F)[C:3]=1[CH:4]=O.Cl.[C:12]1([CH3:20])[CH:17]=[CH:16][CH:15]=[C:14]([NH:18][NH2:19])[CH:13]=1.C(=O)([O-])[O-].[Cs+].[Cs+].O. The catalyst is CN1CCCC1=O. The product is [Br:1][C:2]1[CH:9]=[CH:8][CH:7]=[C:6]2[C:3]=1[CH:4]=[N:19][N:18]2[C:14]1[CH:13]=[C:12]([CH3:20])[CH:17]=[CH:16][CH:15]=1. The yield is 0.550. (2) The reactants are [CH3:1][O:2][C:3]1[CH:10]=[CH:9][C:6]([NH:7][CH3:8])=[CH:5][CH:4]=1.Br[CH2:12][CH2:13][O:14][C:15]1[CH:20]=[CH:19][C:18]([OH:21])=[CH:17][CH:16]=1.C(N(C(C)C)CC)(C)C. The catalyst is C(#N)C. The product is [CH3:1][O:2][C:3]1[CH:10]=[CH:9][C:6]([N:7]([CH3:8])[CH2:12][CH2:13][O:14][C:15]2[CH:20]=[CH:19][C:18]([OH:21])=[CH:17][CH:16]=2)=[CH:5][CH:4]=1. The yield is 0.250. (3) The product is [NH2:45][C:41]1[C:40]([N+:46]([O-:48])=[O:47])=[C:39]([C:15]2[C:10]([CH2:9][O:8][Si:1]([C:4]([CH3:7])([CH3:6])[CH3:5])([CH3:3])[CH3:2])=[C:11]([N:25]3[CH:29]=[CH:28][N:27]([C:30]4[CH:35]=[CH:34][C:33]([CH3:36])=[CH:32][CH:31]=4)[C:26]3=[O:37])[CH:12]=[CH:13][CH:14]=2)[CH:44]=[CH:43][N:42]=1. The reactants are [Si:1]([O:8][CH2:9][C:10]1[C:15](B2OC(C)(C)C(C)(C)O2)=[CH:14][CH:13]=[CH:12][C:11]=1[N:25]1[CH:29]=[CH:28][N:27]([C:30]2[CH:35]=[CH:34][C:33]([CH3:36])=[CH:32][CH:31]=2)[C:26]1=[O:37])([C:4]([CH3:7])([CH3:6])[CH3:5])([CH3:3])[CH3:2].Cl[C:39]1[CH:44]=[CH:43][N:42]=[C:41]([NH2:45])[C:40]=1[N+:46]([O-:48])=[O:47].CC([O-])=O.[K+]. The yield is 0.490. The catalyst is O1CCOCC1.O.C1C=CC([P]([Pd]([P](C2C=CC=CC=2)(C2C=CC=CC=2)C2C=CC=CC=2)([P](C2C=CC=CC=2)(C2C=CC=CC=2)C2C=CC=CC=2)[P](C2C=CC=CC=2)(C2C=CC=CC=2)C2C=CC=CC=2)(C2C=CC=CC=2)C2C=CC=CC=2)=CC=1. (4) The reactants are Br[C:2]1[CH:3]=[C:4]([O:18][CH3:19])[CH:5]=[C:6]2[C:11]=1[O:10][C:9]([C:12]([O:14][CH2:15][CH3:16])=[O:13])=[CH:8][C:7]2=[O:17].C1(P(C2C=CC=CC=2)C2C=CC3C(=CC=CC=3)C=2C2C3C(=CC=CC=3)C=CC=2P(C2C=CC=CC=2)C2C=CC=CC=2)C=CC=CC=1.[CH3:66][N:67]1[CH2:73][CH2:72][CH2:71][NH:70][CH2:69][CH2:68]1.C(=O)([O-])[O-].[Cs+].[Cs+]. The catalyst is C1(C)C=CC=CC=1. The product is [CH2:15]([O:14][C:12]([C:9]1[O:10][C:11]2[C:6]([C:7](=[O:17])[CH:8]=1)=[CH:5][C:4]([O:18][CH3:19])=[CH:3][C:2]=2[N:70]1[CH2:71][CH2:72][CH2:73][N:67]([CH3:66])[CH2:68][CH2:69]1)=[O:13])[CH3:16]. The yield is 0.600. (5) The reactants are [F:1][C:2]1[CH:7]=[CH:6][CH:5]=[CH:4][C:3]=1[C@H:8]1[C:17]2[C:12](=[CH:13][CH:14]=[CH:15][CH:16]=2)[C:11](=[O:18])[CH2:10][CH2:9]1.CCCCCC.CO[CH:27](OC)[N:28]([CH3:30])[CH3:29]. The yield is 0.700. The product is [CH3:27][N:28]([CH:30]=[C:10]1[CH2:9][C@@H:8]([C:3]2[CH:4]=[CH:5][CH:6]=[CH:7][C:2]=2[F:1])[C:17]2[C:12](=[CH:13][CH:14]=[CH:15][CH:16]=2)[C:11]1=[O:18])[CH3:29]. No catalyst specified. (6) The reactants are [OH-].[Na+].C([O:5][C:6]([C:8]1[C:18]2=[C:19]3[C:14](=[CH:15][CH:16]=[CH:17]2)[CH2:13][CH2:12][CH2:11][N:10]3[CH:9]=1)=[O:7])C. The catalyst is C(O)C.O. The product is [C:8]1([C:6]([OH:7])=[O:5])[C:18]2=[C:19]3[C:14](=[CH:15][CH:16]=[CH:17]2)[CH2:13][CH2:12][CH2:11][N:10]3[CH:9]=1. The yield is 0.850.